This data is from NCI-60 drug combinations with 297,098 pairs across 59 cell lines. The task is: Regression. Given two drug SMILES strings and cell line genomic features, predict the synergy score measuring deviation from expected non-interaction effect. (1) Drug 1: CCCS(=O)(=O)NC1=C(C(=C(C=C1)F)C(=O)C2=CNC3=C2C=C(C=N3)C4=CC=C(C=C4)Cl)F. Drug 2: N.N.Cl[Pt+2]Cl. Cell line: K-562. Synergy scores: CSS=7.85, Synergy_ZIP=2.28, Synergy_Bliss=5.66, Synergy_Loewe=-11.5, Synergy_HSA=3.39. (2) Synergy scores: CSS=2.09, Synergy_ZIP=-1.63, Synergy_Bliss=-1.34, Synergy_Loewe=-1.11, Synergy_HSA=-1.15. Cell line: MCF7. Drug 2: C1CNP(=O)(OC1)N(CCCl)CCCl. Drug 1: C(CC(=O)O)C(=O)CN.Cl. (3) Drug 1: CC1C(C(CC(O1)OC2CC(CC3=C2C(=C4C(=C3O)C(=O)C5=C(C4=O)C(=CC=C5)OC)O)(C(=O)C)O)N)O.Cl. Drug 2: C1=CC(=CC=C1CCCC(=O)O)N(CCCl)CCCl. Cell line: HOP-62. Synergy scores: CSS=47.5, Synergy_ZIP=1.97, Synergy_Bliss=0.250, Synergy_Loewe=-1.13, Synergy_HSA=-0.425. (4) Drug 1: C1=CN(C(=O)N=C1N)C2C(C(C(O2)CO)O)O.Cl. Drug 2: CC1=C(C(CCC1)(C)C)C=CC(=CC=CC(=CC(=O)O)C)C. Cell line: MOLT-4. Synergy scores: CSS=68.3, Synergy_ZIP=-0.634, Synergy_Bliss=-1.81, Synergy_Loewe=-7.82, Synergy_HSA=-1.63. (5) Drug 1: CC1=C2C(C(=O)C3(C(CC4C(C3C(C(C2(C)C)(CC1OC(=O)C(C(C5=CC=CC=C5)NC(=O)OC(C)(C)C)O)O)OC(=O)C6=CC=CC=C6)(CO4)OC(=O)C)O)C)O. Drug 2: CNC(=O)C1=NC=CC(=C1)OC2=CC=C(C=C2)NC(=O)NC3=CC(=C(C=C3)Cl)C(F)(F)F. Cell line: SNB-19. Synergy scores: CSS=6.73, Synergy_ZIP=8.60, Synergy_Bliss=13.2, Synergy_Loewe=11.4, Synergy_HSA=10.1. (6) Drug 1: CC1C(C(CC(O1)OC2CC(CC3=C2C(=C4C(=C3O)C(=O)C5=C(C4=O)C(=CC=C5)OC)O)(C(=O)CO)O)N)O.Cl. Drug 2: C1CN(CCN1C(=O)CCBr)C(=O)CCBr. Cell line: UACC62. Synergy scores: CSS=19.2, Synergy_ZIP=-10.1, Synergy_Bliss=-1.27, Synergy_Loewe=-1.52, Synergy_HSA=-0.439. (7) Drug 2: CC(C)(C#N)C1=CC(=CC(=C1)CN2C=NC=N2)C(C)(C)C#N. Synergy scores: CSS=16.9, Synergy_ZIP=0.0139, Synergy_Bliss=2.32, Synergy_Loewe=-5.22, Synergy_HSA=-1.30. Cell line: ACHN. Drug 1: CC1C(C(CC(O1)OC2CC(CC3=C2C(=C4C(=C3O)C(=O)C5=C(C4=O)C(=CC=C5)OC)O)(C(=O)CO)O)N)O.Cl. (8) Drug 1: C1=CN(C(=O)N=C1N)C2C(C(C(O2)CO)O)O.Cl. Drug 2: COC1=NC(=NC2=C1N=CN2C3C(C(C(O3)CO)O)O)N. Cell line: BT-549. Synergy scores: CSS=10.6, Synergy_ZIP=-5.27, Synergy_Bliss=1.28, Synergy_Loewe=-12.3, Synergy_HSA=-1.30.